This data is from Reaction yield outcomes from USPTO patents with 853,638 reactions. The task is: Predict the reaction yield, written as a fraction of the theoretical maximum amount of product (1.0 means a 100% yield; for example, 0.34 means a 34% yield). The reactants are [CH3:1][O:2][C:3]1[C:4]([C:10]2[CH:15]=[CH:14][CH:13]=[CH:12][C:11]=2[CH3:16])=[C:5]([Cl:9])[CH:6]=[CH:7][CH:8]=1.Br.[H-].[Na+].C(Br)C=C.[CH2:24]([O:27]CC=C)C=C.[CH2:31](C1C(C(F)(F)F)=CC=C(Cl)C=1O)C=C.C(C1C=CC(Cl)=C(C2C=CC=CC=2C)C=1O)C=C.ClC1C=C(C=CC=1)C(OO)=O.C(=O)([O-])[O-].[K+].[K+].ClC1C2OC(CO)CC=2C(C(F)(F)F)=CC=1. The catalyst is C1(C)C=C(C)C=C(C)C=1. The product is [CH3:16][C:11]1[CH:12]=[CH:13][CH:14]=[CH:15][C:10]=1[C:4]1[C:3]2[O:2][CH:1]([CH2:24][OH:27])[CH2:31][C:8]=2[CH:7]=[CH:6][C:5]=1[Cl:9]. The yield is 0.520.